Dataset: NCI-60 drug combinations with 297,098 pairs across 59 cell lines. Task: Regression. Given two drug SMILES strings and cell line genomic features, predict the synergy score measuring deviation from expected non-interaction effect. (1) Drug 1: CNC(=O)C1=CC=CC=C1SC2=CC3=C(C=C2)C(=NN3)C=CC4=CC=CC=N4. Drug 2: CN(C)N=NC1=C(NC=N1)C(=O)N. Cell line: ACHN. Synergy scores: CSS=-0.237, Synergy_ZIP=-6.07, Synergy_Bliss=-12.3, Synergy_Loewe=-12.4, Synergy_HSA=-12.1. (2) Drug 1: CCCS(=O)(=O)NC1=C(C(=C(C=C1)F)C(=O)C2=CNC3=C2C=C(C=N3)C4=CC=C(C=C4)Cl)F. Drug 2: C1CN(CCN1C(=O)CCBr)C(=O)CCBr. Cell line: UO-31. Synergy scores: CSS=13.6, Synergy_ZIP=-3.68, Synergy_Bliss=1.30, Synergy_Loewe=0.239, Synergy_HSA=2.33. (3) Drug 1: CS(=O)(=O)C1=CC(=C(C=C1)C(=O)NC2=CC(=C(C=C2)Cl)C3=CC=CC=N3)Cl. Drug 2: C1CN(P(=O)(OC1)NCCCl)CCCl. Cell line: SF-295. Synergy scores: CSS=9.05, Synergy_ZIP=-1.14, Synergy_Bliss=4.43, Synergy_Loewe=3.11, Synergy_HSA=4.68. (4) Drug 1: C1CN1P(=S)(N2CC2)N3CC3. Drug 2: CC1C(C(CC(O1)OC2CC(CC3=C2C(=C4C(=C3O)C(=O)C5=C(C4=O)C(=CC=C5)OC)O)(C(=O)CO)O)N)O.Cl. Cell line: OVCAR3. Synergy scores: CSS=8.65, Synergy_ZIP=-2.32, Synergy_Bliss=-2.43, Synergy_Loewe=-9.20, Synergy_HSA=-3.73. (5) Drug 1: CC=C1C(=O)NC(C(=O)OC2CC(=O)NC(C(=O)NC(CSSCCC=C2)C(=O)N1)C(C)C)C(C)C. Drug 2: C1C(C(OC1N2C=NC(=NC2=O)N)CO)O. Cell line: COLO 205. Synergy scores: CSS=76.5, Synergy_ZIP=0.927, Synergy_Bliss=-0.519, Synergy_Loewe=-11.5, Synergy_HSA=4.11.